Dataset: Catalyst prediction with 721,799 reactions and 888 catalyst types from USPTO. Task: Predict which catalyst facilitates the given reaction. (1) Reactant: [CH2:1]([N:3]1[CH:7]=[N:6][C:5]([C:8]2[CH:9]=[C:10]([CH:27]=[CH:28][CH:29]=2)[CH2:11][C:12]2[C:17](=[O:18])[CH:16]=[CH:15][N:14]([C:19]3[CH:20]=[C:21]([CH:24]=[CH:25][CH:26]=3)[C:22]#[N:23])[N:13]=2)=[N:4]1)[CH3:2].C([O-])([O-])=[O:31].[K+].[K+].OO.O. Product: [CH2:1]([N:3]1[CH:7]=[N:6][C:5]([C:8]2[CH:9]=[C:10]([CH:27]=[CH:28][CH:29]=2)[CH2:11][C:12]2[C:17](=[O:18])[CH:16]=[CH:15][N:14]([C:19]3[CH:20]=[C:21]([CH:24]=[CH:25][CH:26]=3)[C:22]([NH2:23])=[O:31])[N:13]=2)=[N:4]1)[CH3:2]. The catalyst class is: 16. (2) Reactant: [CH2:1]([C:4]1[C:8]([CH2:9][CH2:10][CH2:11][CH:12]=[O:13])=[CH:7][N:6]([C:14]2[CH:19]=[CH:18][C:17]([C:20]([F:23])([F:22])[F:21])=[CH:16][N:15]=2)[N:5]=1)[CH2:2][CH3:3].CO.[BH4-].[Na+].Cl. Product: [CH2:1]([C:4]1[C:8]([CH2:9][CH2:10][CH2:11][CH2:12][OH:13])=[CH:7][N:6]([C:14]2[CH:19]=[CH:18][C:17]([C:20]([F:21])([F:23])[F:22])=[CH:16][N:15]=2)[N:5]=1)[CH2:2][CH3:3]. The catalyst class is: 7. (3) Reactant: [C:1]1([CH3:14])[CH:6]=[CH:5][CH:4]=[C:3]([O:7][C@@H:8]([CH3:13])[C:9]([O:11][CH3:12])=[O:10])[CH:2]=1.C1C(=O)N([Br:22])C(=O)C1.CC(N=NC(C#N)(C)C)(C#N)C. Product: [Br:22][CH2:14][C:1]1[CH:2]=[C:3]([CH:4]=[CH:5][CH:6]=1)[O:7][C@@H:8]([CH3:13])[C:9]([O:11][CH3:12])=[O:10]. The catalyst class is: 53.